Predict the reactants needed to synthesize the given product. From a dataset of Full USPTO retrosynthesis dataset with 1.9M reactions from patents (1976-2016). (1) Given the product [F:18][C:14]1[CH:13]=[C:12]([CH2:11][NH:10][C:8]([C:7]2[C:2]([N:26]3[CH2:30][CH2:29][CH2:28][CH2:27]3)=[N:3][C:4]([N:20]3[CH2:25][CH2:24][O:23][CH2:22][CH2:21]3)=[CH:5][C:6]=2[CH3:19])=[O:9])[CH:17]=[CH:16][CH:15]=1, predict the reactants needed to synthesize it. The reactants are: Cl[C:2]1[C:7]([C:8]([NH:10][CH2:11][C:12]2[CH:17]=[CH:16][CH:15]=[C:14]([F:18])[CH:13]=2)=[O:9])=[C:6]([CH3:19])[CH:5]=[C:4]([N:20]2[CH2:25][CH2:24][O:23][CH2:22][CH2:21]2)[N:3]=1.[NH:26]1[CH2:30][CH2:29][CH2:28][CH2:27]1.CCN(CC)CC. (2) Given the product [C:3]([O:6][CH2:7][CH2:8][N:9]([CH2:26][CH2:27][CH2:28][CH2:29][N:30]([CH2:31][CH2:32][CH3:33])[CH2:34][CH2:35][CH3:36])[CH2:10][C:11]1[CH:12]=[CH:13][C:14]([CH2:17][NH:18][CH2:19][C:20]2[N:21]([CH3:25])[CH:22]=[CH:23][N:24]=2)=[CH:15][CH:16]=1)(=[O:5])[CH3:4], predict the reactants needed to synthesize it. The reactants are: [BH4-].[Na+].[C:3]([O:6][CH2:7][CH2:8][N:9]([CH2:26][CH2:27][CH2:28][CH2:29][N:30]([CH2:34][CH2:35][CH3:36])[CH2:31][CH2:32][CH3:33])[CH2:10][C:11]1[CH:16]=[CH:15][C:14]([CH2:17][N:18]=[CH:19][C:20]2[N:21]([CH3:25])[CH:22]=[CH:23][N:24]=2)=[CH:13][CH:12]=1)(=[O:5])[CH3:4].Cl.[OH-].[Na+]. (3) Given the product [Br:13][C:14]1[C:15]([CH3:21])=[C:16]([N:17]2[C:4](=[O:3])[C:5]3[C:6](=[CH:7][CH:8]=[CH:9][CH:10]=3)[N:1]=[CH:2]2)[CH:18]=[CH:19][CH:20]=1, predict the reactants needed to synthesize it. The reactants are: [NH:1]1[C:6]2[CH:7]=[CH:8][CH:9]=[CH:10][C:5]=2[C:4](=O)[O:3][C:2]1=O.[Br:13][C:14]1[C:15]([CH3:21])=[C:16]([CH:18]=[CH:19][CH:20]=1)[NH2:17].COC(OC)OC. (4) Given the product [C:2]1([CH3:19])[CH:3]=[CH:4][C:5]([S:8]([N:11]2[CH2:18][CH2:17][CH2:16][C@H:12]2[C:13]([NH:25][C@H:24]([C:23]([OH:30])=[O:22])[C@H:26]([CH2:28][CH3:29])[CH3:27])=[O:15])(=[O:9])=[O:10])=[CH:6][CH:7]=1, predict the reactants needed to synthesize it. The reactants are: O.[C:2]1([CH3:19])[CH:7]=[CH:6][C:5]([S:8]([N:11]2[CH2:18][CH2:17][CH2:16][C@H:12]2[C:13]([OH:15])=O)(=[O:10])=[O:9])=[CH:4][CH:3]=1.Cl.C[O:22][C:23](=[O:30])[C@H:24]([C@H:26]([CH2:28][CH3:29])[CH3:27])[NH2:25].[Li+].[OH-]. (5) Given the product [C:6]([O:10][C:11](=[O:27])[NH:12][C:13]1([C:19]2[CH:24]=[CH:23][C:22]([C:25](=[O:40])[CH2:28][C:29]3[CH:34]=[CH:33][CH:32]=[CH:31][CH:30]=3)=[CH:21][CH:20]=2)[CH2:16][C:15]([OH:18])([CH3:17])[CH2:14]1)([CH3:9])([CH3:8])[CH3:7], predict the reactants needed to synthesize it. The reactants are: C([Mg]Cl)(C)C.[C:6]([O:10][C:11](=[O:27])[NH:12][C:13]1([C:19]2[CH:24]=[CH:23][C:22]([C:25]#N)=[CH:21][CH:20]=2)[CH2:16][C:15]([OH:18])([CH3:17])[CH2:14]1)([CH3:9])([CH3:8])[CH3:7].[CH2:28]([Mg]Cl)[C:29]1[CH:34]=[CH:33][CH:32]=[CH:31][CH:30]=1.C1C[O:40]CC1. (6) Given the product [NH2:14][C:7]1[CH:6]=[C:5]([Cl:9])[N:4]=[C:3]([C:10]([OH:12])=[O:11])[C:2]=1[Br:1], predict the reactants needed to synthesize it. The reactants are: [Br:1][C:2]1[C:3]([C:10]([O:12]C)=[O:11])=[N:4][C:5]([Cl:9])=[CH:6][C:7]=1Cl.[N-:14]=[N+]=[N-].[Na+].O.[BH4-].[Na+]. (7) The reactants are: [CH2:1]=[N:2][CH2:3][C:4]([CH3:11])([C:6]1[CH:10]=[CH:9][S:8][CH:7]=1)[CH3:5].Cl.[OH-].[Na+]. Given the product [CH3:5][C:4]1([CH3:11])[CH2:3][NH:2][CH2:1][C:7]2[S:8][CH:9]=[CH:10][C:6]1=2, predict the reactants needed to synthesize it. (8) Given the product [NH2:6][CH2:10][CH2:9][CH2:12][Si:7]([CH2:8][CH2:9][CH2:10][NH2:6])([CH3:11])[O:15][Si:7]([CH3:12])([CH3:11])[CH3:8], predict the reactants needed to synthesize it. The reactants are: [NH2:6][CH2:10][CH2:9][CH2:8][Si:7]([CH3:12])([CH3:11])[N:6]1[CH2:10][CH2:9][CH2:8][Si:7]1([CH3:12])[CH3:11].[OH2:15].